Dataset: Catalyst prediction with 721,799 reactions and 888 catalyst types from USPTO. Task: Predict which catalyst facilitates the given reaction. Reactant: [NH2:1][C:2]1[CH:7]=[C:6]([O:8][C:9]2[CH:14]=[CH:13][C:12]([NH:15][C:16]([C:18]3[C:19](=[O:31])[N:20]([C:25]4[CH:30]=[CH:29][CH:28]=[CH:27][CH:26]=4)[N:21]([CH3:24])[C:22]=3[CH3:23])=[O:17])=[C:11]([F:32])[C:10]=2[F:33])[CH:5]=[CH:4][N:3]=1.CCN(CC)CC.[C:41](Cl)(=O)[O:42]C1C=CC=CC=1.[NH:51]1[CH2:56][CH2:55][O:54][CH2:53][CH2:52]1. Product: [CH3:24][N:21]1[C:22]([CH3:23])=[C:18]([C:16]([NH:15][C:12]2[CH:13]=[CH:14][C:9]([O:8][C:6]3[CH:5]=[CH:4][N:3]=[C:2]([NH:1][C:41]([N:51]4[CH2:56][CH2:55][O:54][CH2:53][CH2:52]4)=[O:42])[CH:7]=3)=[C:10]([F:33])[C:11]=2[F:32])=[O:17])[C:19](=[O:31])[N:20]1[C:25]1[CH:26]=[CH:27][CH:28]=[CH:29][CH:30]=1. The catalyst class is: 1.